From a dataset of Full USPTO retrosynthesis dataset with 1.9M reactions from patents (1976-2016). Predict the reactants needed to synthesize the given product. (1) Given the product [CH2:43]([NH:42][C:40](=[O:41])[CH2:39][NH:38][C:4](=[N:5][OH:6])[C:3]1[CH:7]=[CH:8][C:9]([C:11]2[CH2:15][C:14]([C:26]([F:29])([F:27])[F:28])([C:16]3[CH:21]=[CH:20][CH:19]=[C:18]([C:22]([F:24])([F:25])[F:23])[CH:17]=3)[O:13][N:12]=2)=[CH:10][C:2]=1[CH3:1])[CH3:44], predict the reactants needed to synthesize it. The reactants are: [CH3:1][C:2]1[CH:10]=[C:9]([C:11]2[CH2:15][C:14]([C:26]([F:29])([F:28])[F:27])([C:16]3[CH:21]=[CH:20][CH:19]=[C:18]([C:22]([F:25])([F:24])[F:23])[CH:17]=3)[O:13][N:12]=2)[CH:8]=[CH:7][C:3]=1[CH:4]=[N:5][OH:6].ClN1C(=O)CCC1=O.[NH2:38][CH2:39][C:40]([NH:42][CH2:43][CH3:44])=[O:41].C(N(CC)CC)C. (2) Given the product [OH:18][C:10]1[CH:11]=[C:12]([CH2:15][CH2:16][CH3:17])[CH:13]=[CH:14][C:9]=1[O:8][C:5]1[CH:4]=[CH:3][C:2]([OH:20])=[N:7][CH:6]=1, predict the reactants needed to synthesize it. The reactants are: N[C:2]1[N:7]=[CH:6][C:5]([O:8][C:9]2[CH:14]=[CH:13][C:12]([CH2:15][CH2:16][CH3:17])=[CH:11][C:10]=2[OH:18])=[CH:4][CH:3]=1.N([O-])=[O:20].[Na+].C([O-])(O)=O.[Na+]. (3) Given the product [Cl:1][C:2]1[CH:3]=[C:4]([CH2:9][C:10]([OH:12])=[O:11])[CH:5]=[C:6]([O:8][C:25]2[CH:26]=[C:14]([Cl:13])[C:15]([C:16]([N:18]3[CH2:19][CH2:20][CH2:21][CH2:22]3)=[O:17])=[CH:23][C:24]=2[F:28])[CH:7]=1, predict the reactants needed to synthesize it. The reactants are: [Cl:1][C:2]1[CH:3]=[C:4]([CH2:9][C:10]([OH:12])=[O:11])[CH:5]=[C:6]([OH:8])[CH:7]=1.[Cl:13][C:14]1[CH:26]=[C:25](F)[C:24]([F:28])=[CH:23][C:15]=1[C:16]([N:18]1[CH2:22][CH2:21][CH2:20][CH2:19]1)=[O:17]. (4) Given the product [O:1]1[C:5]2[CH:6]=[CH:7][C:8]([C:10]3[CH:15]=[CH:14][C:13]([C:16]4[N:20]([CH2:21][C@@H:22]5[CH2:26][CH2:25][N:24]([C:37]([C@@H:33]6[CH2:34][CH2:35][CH2:36][O:32]6)=[O:38])[CH2:23]5)[C:19](=[O:27])[C:18]5([CH2:31][CH2:30][CH2:29][CH2:28]5)[N:17]=4)=[CH:12][CH:11]=3)=[CH:9][C:4]=2[CH:3]=[CH:2]1, predict the reactants needed to synthesize it. The reactants are: [O:1]1[C:5]2[CH:6]=[CH:7][C:8]([C:10]3[CH:15]=[CH:14][C:13]([C:16]4[N:20]([CH2:21][C@@H:22]5[CH2:26][CH2:25][NH:24][CH2:23]5)[C:19](=[O:27])[C:18]5([CH2:31][CH2:30][CH2:29][CH2:28]5)[N:17]=4)=[CH:12][CH:11]=3)=[CH:9][C:4]=2[CH:3]=[CH:2]1.[O:32]1[CH2:36][CH2:35][CH2:34][CH:33]1[C:37](O)=[O:38].CCN(CC)CC.CN(C(ON1N=NC2C=CC=NC1=2)=[N+](C)C)C.F[P-](F)(F)(F)(F)F. (5) Given the product [Cl:1][C:2]1[CH:3]=[N:4][C:5]([CH3:19])=[C:6]([CH:18]=1)[C:7]([NH:9][C@H:10]1[CH2:15][CH2:14][C@H:13]([CH2:16][NH:27][C:24]2[C:23]([CH3:28])=[C:22]([CH2:20][CH3:21])[NH:26][N:25]=2)[CH2:12][CH2:11]1)=[O:8], predict the reactants needed to synthesize it. The reactants are: [Cl:1][C:2]1[CH:3]=[N:4][C:5]([CH3:19])=[C:6]([CH:18]=1)[C:7]([NH:9][C@H:10]1[CH2:15][CH2:14][C@H:13]([CH:16]=O)[CH2:12][CH2:11]1)=[O:8].[CH2:20]([C:22]1[NH:26][N:25]=[C:24]([NH2:27])[C:23]=1[CH3:28])[CH3:21].C(O[BH-](OC(=O)C)OC(=O)C)(=O)C.[Na+]. (6) Given the product [Br:1][C:2]1[CH:11]=[C:10]2[C:5]([N:6]=[CH:7][C:8]([NH:12][NH:13][C:23](=[O:24])[C:22]3[CH:21]=[CH:20][C:19]([C:16]([C:14]#[N:15])([CH3:17])[CH3:18])=[CH:27][CH:26]=3)=[N:9]2)=[CH:4][CH:3]=1, predict the reactants needed to synthesize it. The reactants are: [Br:1][C:2]1[CH:11]=[C:10]2[C:5]([N:6]=[CH:7][C:8]([NH:12][NH2:13])=[N:9]2)=[CH:4][CH:3]=1.[C:14]([C:16]([C:19]1[CH:27]=[CH:26][C:22]([C:23](O)=[O:24])=[CH:21][CH:20]=1)([CH3:18])[CH3:17])#[N:15].CN(C(ON1N=NC2C=CC=NC1=2)=[N+](C)C)C.F[P-](F)(F)(F)(F)F.CCN(C(C)C)C(C)C. (7) Given the product [CH2:1]([C:8]1[N:9]([CH2:20][C:21]2[CH:26]=[CH:25][C:24]([C:27]3[CH:32]=[CH:31][CH:30]=[CH:29][CH:28]=3)=[CH:23][CH:22]=2)[N:10]=[C:11]2[C:16]=1[C:15](=[O:17])[N:14]([CH3:18])[C:13](=[N:33][C:34]([CH3:38])([CH3:37])[CH2:35][OH:36])[NH:12]2)[C:2]1[CH:7]=[CH:6][CH:5]=[CH:4][CH:3]=1, predict the reactants needed to synthesize it. The reactants are: [CH2:1]([C:8]1[N:9]([CH2:20][C:21]2[CH:26]=[CH:25][C:24]([C:27]3[CH:32]=[CH:31][CH:30]=[CH:29][CH:28]=3)=[CH:23][CH:22]=2)[N:10]=[C:11]2[C:16]=1[C:15](=[O:17])[N:14]([CH3:18])[C:13](Cl)=[N:12]2)[C:2]1[CH:7]=[CH:6][CH:5]=[CH:4][CH:3]=1.[NH2:33][C:34]([CH3:38])([CH3:37])[CH2:35][OH:36].